Dataset: Reaction yield outcomes from USPTO patents with 853,638 reactions. Task: Predict the reaction yield, written as a fraction of the theoretical maximum amount of product (1.0 means a 100% yield; for example, 0.34 means a 34% yield). (1) The reactants are C([Li])CCC.Br[C:7]1[CH:12]=[CH:11][C:10]([F:13])=[C:9]([C:14]([F:17])([F:16])[F:15])[CH:8]=1.[F:18][C:19]([F:26])([F:25])[C:20](OCC)=[O:21].Cl.[Cl-].[Na+]. The catalyst is O1CCCC1. The product is [F:18][C:19]([F:26])([F:25])[C:20]([C:7]1[CH:12]=[CH:11][C:10]([F:13])=[C:9]([C:14]([F:17])([F:16])[F:15])[CH:8]=1)=[O:21]. The yield is 0.860. (2) The reactants are [Cl:1][C:2]1[C:3]([O:12][C:13]2[CH:18]=[C:17]([O:19][CH2:20][CH2:21][O:22][CH3:23])[CH:16]=[CH:15][C:14]=2[CH2:24][CH2:25][C:26](OCC)=[O:27])=[N:4][CH:5]=[C:6]([C:8]([F:11])([F:10])[F:9])[CH:7]=1.[H-].[Al+3].[Li+].[H-].[H-].[H-].O.O.O.O.O.O.O.O.O.O.S([O-])([O-])(=O)=O.[Na+].[Na+]. The catalyst is O1CCCC1. The product is [Cl:1][C:2]1[C:3]([O:12][C:13]2[CH:18]=[C:17]([O:19][CH2:20][CH2:21][O:22][CH3:23])[CH:16]=[CH:15][C:14]=2[CH2:24][CH2:25][CH2:26][OH:27])=[N:4][CH:5]=[C:6]([C:8]([F:10])([F:9])[F:11])[CH:7]=1. The yield is 0.830. (3) The reactants are [CH3:1][O:2][C:3]1[CH:8]=[CH:7][C:6]([C:9]2[CH:14]=[CH:13][CH:12]=[C:11]([O:15][C:16]3[CH:23]=[CH:22][C:19]([CH:20]=O)=[CH:18][CH:17]=3)[CH:10]=2)=[CH:5][CH:4]=1.[S:24]1[CH2:28][C:27](=[O:29])[NH:26][C:25]1=[O:30].C(O)(=O)C1C=CC=CC=1.N1CCCCC1. The catalyst is C1(C)C=CC=CC=1. The product is [CH3:1][O:2][C:3]1[CH:4]=[CH:5][C:6]([C:9]2[CH:14]=[CH:13][CH:12]=[C:11]([O:15][C:16]3[CH:23]=[CH:22][C:19]([CH:20]=[C:28]4[S:24][C:25](=[O:30])[NH:26][C:27]4=[O:29])=[CH:18][CH:17]=3)[CH:10]=2)=[CH:7][CH:8]=1. The yield is 0.750. (4) The reactants are C(=O)([O-])[O-].[Cs+].[Cs+].FC(F)(F)S(O[C:13]1[CH:14]=[CH:15][C:16]2[O:20][C:19]([C:21]3[CH:26]=[CH:25][C:24]([F:27])=[CH:23][CH:22]=3)=[C:18]([C:28](=[O:31])[NH:29][CH3:30])[C:17]=2[CH:32]=1)(=O)=O.CC1(C)C(C)(C)OB([C:43]2[CH:44]=[C:45]([C:49]3[NH:53][N:52]=[CH:51][CH:50]=3)[CH:46]=[CH:47][CH:48]=2)O1.O1CCOCC1. The catalyst is CCOC(C)=O.C1C=CC([P]([Pd]([P](C2C=CC=CC=2)(C2C=CC=CC=2)C2C=CC=CC=2)([P](C2C=CC=CC=2)(C2C=CC=CC=2)C2C=CC=CC=2)[P](C2C=CC=CC=2)(C2C=CC=CC=2)C2C=CC=CC=2)(C2C=CC=CC=2)C2C=CC=CC=2)=CC=1.O. The product is [NH:53]1[C:49]([C:45]2[CH:44]=[C:43]([C:13]3[CH:14]=[CH:15][C:16]4[O:20][C:19]([C:21]5[CH:22]=[CH:23][C:24]([F:27])=[CH:25][CH:26]=5)=[C:18]([C:28]([NH:29][CH3:30])=[O:31])[C:17]=4[CH:32]=3)[CH:48]=[CH:47][CH:46]=2)=[CH:50][CH:51]=[N:52]1. The yield is 0.920. (5) The reactants are [F:1][C:2]1[CH:7]=[CH:6][C:5]([CH2:8][CH2:9][N:10]2[C:14](=[O:15])[CH2:13][CH2:12][C:11]2=[O:16])=[CH:4][CH:3]=1.C[O:18][C:19]([C:21]1[C:26]([C:27](OC)=[O:28])=[CH:25][CH:24]=[CH:23][N:22]=1)=O.[H-].[Na+].Cl. The catalyst is O1CCCC1.C(OCC)C.CO. The product is [F:1][C:2]1[CH:3]=[CH:4][C:5]([CH2:8][CH2:9][N:10]2[C:14](=[O:15])[C:13]3[C:19]([OH:18])=[C:21]4[C:26]([CH:25]=[CH:24][CH:23]=[N:22]4)=[C:27]([OH:28])[C:12]=3[C:11]2=[O:16])=[CH:6][CH:7]=1. The yield is 0.580. (6) The reactants are [C:1]([O:5][C:6](=[O:9])[CH2:7]Br)([CH3:4])([CH3:3])[CH3:2].[F:10][C:11]1[CH:16]=[CH:15][C:14]([OH:17])=[CH:13][CH:12]=1.[OH-].[Na+]. The catalyst is CN(C)C=O. The product is [F:10][C:11]1[CH:16]=[CH:15][C:14]([O:17][CH2:7][C:6]([O:5][C:1]([CH3:4])([CH3:3])[CH3:2])=[O:9])=[CH:13][CH:12]=1. The yield is 0.950. (7) The reactants are Cl.C(OC([NH:9][CH2:10][CH2:11][NH:12][C:13]1[N:18]=[C:17]([C:19]2[CH:24]=[CH:23][C:22]([C:25]#[N:26])=[CH:21][CH:20]=2)[C:16]([C:27]2[NH:28][CH:29]=[CH:30][N:31]=2)=[CH:15][N:14]=1)=O)(C)(C)C. The catalyst is CC#N. The product is [NH2:9][CH2:10][CH2:11][NH:12][C:13]1[N:18]=[C:17]([C:19]2[CH:24]=[CH:23][C:22]([C:25]#[N:26])=[CH:21][CH:20]=2)[C:16]([C:27]2[NH:31][CH:30]=[CH:29][N:28]=2)=[CH:15][N:14]=1. The yield is 0.890. (8) The reactants are [C:1]1([C:7]2[C:15]3[C:10](=[CH:11][CH:12]=[CH:13][CH:14]=3)[N:9]([S:16]([C:19]3[CH:37]=[CH:36][C:22]([C:23]([NH:25][CH2:26][C:27]4[CH:35]=[CH:34][C:30]([C:31]([OH:33])=O)=[CH:29][CH:28]=4)=[O:24])=[CH:21][CH:20]=3)(=[O:18])=[O:17])[CH:8]=2)[CH:6]=[CH:5][CH:4]=[CH:3][CH:2]=1.[CH3:38][NH:39][CH3:40].C(Cl)CCl. The catalyst is ClCCl. The product is [C:1]1([C:7]2[C:15]3[C:10](=[CH:11][CH:12]=[CH:13][CH:14]=3)[N:9]([S:16]([C:19]3[CH:20]=[CH:21][C:22]([C:23]([NH:25][CH2:26][C:27]4[CH:35]=[CH:34][C:30]([C:31]([N:39]([CH3:40])[CH3:38])=[O:33])=[CH:29][CH:28]=4)=[O:24])=[CH:36][CH:37]=3)(=[O:17])=[O:18])[CH:8]=2)[CH:6]=[CH:5][CH:4]=[CH:3][CH:2]=1. The yield is 0.152. (9) The reactants are [CH3:1][Li].[CH2:3]([N:10]1[CH2:15][CH2:14][C:13](=[O:16])[CH2:12][CH2:11]1)[C:4]1[CH:9]=[CH:8][CH:7]=[CH:6][CH:5]=1.O. The catalyst is CCOCC. The product is [CH2:3]([N:10]1[CH2:15][CH2:14][C:13]([CH3:1])([OH:16])[CH2:12][CH2:11]1)[C:4]1[CH:5]=[CH:6][CH:7]=[CH:8][CH:9]=1. The yield is 0.870. (10) The reactants are [NH:1]1[C:11]2[C:6](=[CH:7][CH:8]=[CH:9][CH:10]=2)[C:4](=[O:5])[C:2]1=[O:3].[CH3:12][C:13]1[CH:14]=[C:15]([Mg]Br)[CH:16]=[C:17]([CH3:21])[C:18]=1[O:19][CH3:20].C1COCC1. No catalyst specified. The product is [OH:5][C:4]1([C:15]2[CH:16]=[C:17]([CH3:21])[C:18]([O:19][CH3:20])=[C:13]([CH3:12])[CH:14]=2)[C:6]2[C:11](=[CH:10][CH:9]=[CH:8][CH:7]=2)[NH:1][C:2]1=[O:3]. The yield is 0.840.